Task: Regression. Given two drug SMILES strings and cell line genomic features, predict the synergy score measuring deviation from expected non-interaction effect.. Dataset: NCI-60 drug combinations with 297,098 pairs across 59 cell lines (1) Drug 1: CC12CCC(CC1=CCC3C2CCC4(C3CC=C4C5=CN=CC=C5)C)O. Drug 2: CC1CCC2CC(C(=CC=CC=CC(CC(C(=O)C(C(C(=CC(C(=O)CC(OC(=O)C3CCCCN3C(=O)C(=O)C1(O2)O)C(C)CC4CCC(C(C4)OC)O)C)C)O)OC)C)C)C)OC. Cell line: K-562. Synergy scores: CSS=43.2, Synergy_ZIP=-1.68, Synergy_Bliss=4.35, Synergy_Loewe=2.41, Synergy_HSA=7.38. (2) Drug 1: C1=CC(=CC=C1C#N)C(C2=CC=C(C=C2)C#N)N3C=NC=N3. Drug 2: C1=CN(C(=O)N=C1N)C2C(C(C(O2)CO)O)O.Cl. Cell line: SN12C. Synergy scores: CSS=36.2, Synergy_ZIP=-4.51, Synergy_Bliss=3.89, Synergy_Loewe=-5.13, Synergy_HSA=1.60. (3) Drug 1: CC12CCC3C(C1CCC2=O)CC(=C)C4=CC(=O)C=CC34C. Drug 2: CCC(=C(C1=CC=CC=C1)C2=CC=C(C=C2)OCCN(C)C)C3=CC=CC=C3.C(C(=O)O)C(CC(=O)O)(C(=O)O)O. Cell line: SR. Synergy scores: CSS=27.2, Synergy_ZIP=4.18, Synergy_Bliss=-0.578, Synergy_Loewe=-1.29, Synergy_HSA=-0.174.